From a dataset of Catalyst prediction with 721,799 reactions and 888 catalyst types from USPTO. Predict which catalyst facilitates the given reaction. (1) Reactant: O.[OH-].[Li+].[N:4]1([CH2:9][C:10]([O:12]CC)=O)[CH:8]=[CH:7][CH:6]=[N:5]1.Cl.Cl.[CH3:17][N:18]1[CH2:23][CH2:22][N:21]([C:24]2[CH:29]=[C:28]([C:30]3[CH:39]=[C:38]4[C:33]([CH2:34][CH2:35][NH:36][CH2:37]4)=[CH:32][CH:31]=3)[N:27]=[C:26]([NH2:40])[N:25]=2)[CH2:20][CH2:19]1.F[P-](F)(F)(F)(F)F.N1(O[P+](N(C)C)(N(C)C)N(C)C)C2C=CC=CC=2N=N1.C(N(CC)CC)C. Product: [CH3:17][N:18]1[CH2:19][CH2:20][N:21]([C:24]2[CH:29]=[C:28]([C:30]3[CH:39]=[C:38]4[C:33]([CH2:34][CH2:35][N:36]([C:10](=[O:12])[CH2:9][N:4]5[CH:8]=[CH:7][CH:6]=[N:5]5)[CH2:37]4)=[CH:32][CH:31]=3)[N:27]=[C:26]([NH2:40])[N:25]=2)[CH2:22][CH2:23]1. The catalyst class is: 24. (2) Reactant: Br[C:2]1[C:3](=[O:21])[N:4]([CH2:17][CH:18]([CH3:20])[CH3:19])[C:5]([C:9]2[C:14]([F:15])=[CH:13][CH:12]=[CH:11][C:10]=2[F:16])=[C:6]([Br:8])[N:7]=1.[NH:22]1[CH:26]=[CH:25][CH:24]=[N:23]1.C(=O)([O-])[O-].[K+].[K+]. Product: [Br:8][C:6]1[N:7]=[C:2]([N:22]2[CH:26]=[CH:25][CH:24]=[N:23]2)[C:3](=[O:21])[N:4]([CH2:17][CH:18]([CH3:20])[CH3:19])[C:5]=1[C:9]1[C:14]([F:15])=[CH:13][CH:12]=[CH:11][C:10]=1[F:16]. The catalyst class is: 47. (3) Reactant: [CH3:1][O:2][C:3]1[CH:8]=[CH:7][C:6]([S:9]([N:12]([CH2:18][C:19]2[CH:28]=[CH:27][C:22]([C:23]([O:25]C)=[O:24])=[CH:21][CH:20]=2)[CH:13]([CH2:16][CH3:17])[CH2:14][CH3:15])(=[O:11])=[O:10])=[CH:5][CH:4]=1.[OH-].[K+]. Product: [CH3:1][O:2][C:3]1[CH:4]=[CH:5][C:6]([S:9]([N:12]([CH2:18][C:19]2[CH:20]=[CH:21][C:22]([C:23]([OH:25])=[O:24])=[CH:27][CH:28]=2)[CH:13]([CH2:14][CH3:15])[CH2:16][CH3:17])(=[O:10])=[O:11])=[CH:7][CH:8]=1. The catalyst class is: 5. (4) Reactant: [CH3:1][C:2]([O:7][C:8]1[CH:13]=[CH:12][CH:11]=[C:10]([NH:14][CH2:15][CH2:16][C:17]2[CH:22]=[CH:21][C:20]([C:23]([F:26])([F:25])[F:24])=[CH:19][CH:18]=2)[CH:9]=1)([CH3:6])[C:3](O)=[O:4].C(N(CC)CC)C.C1C=CC2N(O)N=NC=2C=1.[NH2:44][C:45]1[S:46][C:47]([Cl:50])=[CH:48][N:49]=1.CCN=C=NCCCN(C)C. Product: [Cl:50][C:47]1[S:46][C:45]([NH:44][C:3](=[O:4])[C:2]([CH3:6])([O:7][C:8]2[CH:13]=[CH:12][CH:11]=[C:10]([NH:14][CH2:15][CH2:16][C:17]3[CH:22]=[CH:21][C:20]([C:23]([F:25])([F:24])[F:26])=[CH:19][CH:18]=3)[CH:9]=2)[CH3:1])=[N:49][CH:48]=1. The catalyst class is: 2. (5) Reactant: [Cl:1][C:2]1[CH:3]=[CH:4][C:5]([S:8]([NH:11][CH2:12][C:13]2[CH:18]=[CH:17][C:16]([O:19][CH3:20])=[CH:15][CH:14]=2)(=[O:10])=[O:9])=[N:6][CH:7]=1.[H-].[Na+].[CH3:23][O:24][C:25]1[CH:32]=[CH:31][C:28]([CH2:29]Cl)=[CH:27][CH:26]=1.O. Product: [Cl:1][C:2]1[CH:3]=[CH:4][C:5]([S:8]([N:11]([CH2:29][C:28]2[CH:31]=[CH:32][C:25]([O:24][CH3:23])=[CH:26][CH:27]=2)[CH2:12][C:13]2[CH:18]=[CH:17][C:16]([O:19][CH3:20])=[CH:15][CH:14]=2)(=[O:10])=[O:9])=[N:6][CH:7]=1. The catalyst class is: 42. (6) Reactant: [F:1][C:2]1[CH:7]=[CH:6][C:5]([C:8]2[CH:9]([C:26]3[CH:31]=[CH:30][C:29](I)=[CH:28][CH:27]=3)[O:10][C:11]3[C:16]([C:17]=2[CH3:18])=[CH:15][CH:14]=[C:13]([O:19][CH:20]2[CH2:25][CH2:24][CH2:23][CH2:22][O:21]2)[CH:12]=3)=[CH:4][CH:3]=1.[F:33][CH2:34][CH:35]1[CH2:38][N:37]([CH2:39][CH2:40][OH:41])[CH2:36]1.C([O-])([O-])=O.[K+].[K+].C(#N)CCC. Product: [F:33][CH2:34][CH:35]1[CH2:38][N:37]([CH2:39][CH2:40][O:41][C:29]2[CH:30]=[CH:31][C:26]([CH:9]3[C:8]([C:5]4[CH:6]=[CH:7][C:2]([F:1])=[CH:3][CH:4]=4)=[C:17]([CH3:18])[C:16]4[C:11](=[CH:12][C:13]([O:19][CH:20]5[CH2:25][CH2:24][CH2:23][CH2:22][O:21]5)=[CH:14][CH:15]=4)[O:10]3)=[CH:27][CH:28]=2)[CH2:36]1. The catalyst class is: 205.